This data is from Forward reaction prediction with 1.9M reactions from USPTO patents (1976-2016). The task is: Predict the product of the given reaction. (1) Given the reactants [CH3:1][C:2]1[C:3]([C:13](OCC)=[O:14])=[N:4][N:5]([C:7]2[CH:12]=[CH:11][CH:10]=[CH:9][CH:8]=2)[CH:6]=1.CC(C[AlH]CC(C)C)C.OS([O-])(=O)=O.[K+], predict the reaction product. The product is: [CH3:1][C:2]1[C:3]([CH2:13][OH:14])=[N:4][N:5]([C:7]2[CH:12]=[CH:11][CH:10]=[CH:9][CH:8]=2)[CH:6]=1. (2) Given the reactants [OH:1][C:2]1[CH:3]=[C:4]([CH:8]=[CH:9][C:10]=1[O:11][CH3:12])[C:5]([OH:7])=O.[NH:13]1[CH2:18][CH2:17][CH2:16][C@@H:15]2[C:19]3[CH:20]=[CH:21][CH:22]=[CH:23][C:24]=3[CH2:25][C@H:14]12.F[P-](F)(F)(F)(F)F.N1(OC(N(C)C)=[N+](C)C)C2N=CC=CC=2N=N1, predict the reaction product. The product is: [N:13]1([C:5]([C:4]2[CH:8]=[CH:9][C:10]([O:11][CH3:12])=[C:2]([OH:1])[CH:3]=2)=[O:7])[CH2:18][CH2:17][CH2:16][C@@H:15]2[C:19]3[CH:20]=[CH:21][CH:22]=[CH:23][C:24]=3[CH2:25][C@H:14]12. (3) Given the reactants [CH3:1][O:2][C:3]1[CH:32]=[CH:31][C:6]([CH2:7][N:8]2[C:12]([C:13]([OH:15])=[O:14])=[C:11]([C:16](=[O:30])[C:17]3[CH:22]=[C:21]([O:23][CH3:24])[C:20]([O:25][CH3:26])=[CH:19][C:18]=3[N+:27]([O-])=O)[N:10]=[N:9]2)=[CH:5][CH:4]=1.C(O)C.C(OCC)(=O)C.[H][H], predict the reaction product. The product is: [NH2:27][C:18]1[CH:19]=[C:20]([O:25][CH3:26])[C:21]([O:23][CH3:24])=[CH:22][C:17]=1[C:16]([C:11]1[N:10]=[N:9][N:8]([CH2:7][C:6]2[CH:31]=[CH:32][C:3]([O:2][CH3:1])=[CH:4][CH:5]=2)[C:12]=1[C:13]([OH:15])=[O:14])=[O:30]. (4) The product is: [CH:1]1([N:4]([CH:5]2[CH2:10][CH2:9][N:8]([C:11]3[N:12]=[CH:13][C:14]([CH3:17])=[CH:15][N:16]=3)[CH2:7][CH2:6]2)[C:27](=[O:28])[C:26]2[CH:30]=[CH:31][C:23]([C:22]3[O:18][CH:19]=[N:20][CH:21]=3)=[N:24][CH:25]=2)[CH2:2][CH2:3]1. Given the reactants [CH:1]1([NH:4][CH:5]2[CH2:10][CH2:9][N:8]([C:11]3[N:16]=[CH:15][C:14]([CH3:17])=[CH:13][N:12]=3)[CH2:7][CH2:6]2)[CH2:3][CH2:2]1.[O:18]1[C:22]([C:23]2[CH:31]=[CH:30][C:26]([C:27](O)=[O:28])=[CH:25][N:24]=2)=[CH:21][N:20]=[CH:19]1, predict the reaction product. (5) Given the reactants C([O:5][C:6](=[O:31])[CH2:7][CH2:8][N:9]([C:19](=[O:30])[CH2:20][O:21][NH:22]C(OC(C)(C)C)=O)[CH2:10][CH2:11][C:12]([O:14]C(C)(C)C)=[O:13])(C)(C)C.FC(F)(F)C(O)=O.Cl, predict the reaction product. The product is: [NH2:22][O:21][CH2:20][C:19]([N:9]([CH2:8][CH2:7][C:6]([OH:31])=[O:5])[CH2:10][CH2:11][C:12]([OH:14])=[O:13])=[O:30]. (6) Given the reactants [CH3:1][O:2][C:3](=[O:17])[CH2:4][CH2:5][CH2:6][CH2:7][CH2:8][S:9][C:10]1[CH:15]=[CH:14][C:13]([NH2:16])=[CH:12][CH:11]=1.[Cl:18][C:19]1[CH:26]=[CH:25][C:22]([CH:23]=O)=[CH:21][CH:20]=1.C=O.[C:29]([BH3-])#N.[Na+], predict the reaction product. The product is: [CH3:1][O:2][C:3](=[O:17])[CH2:4][CH2:5][CH2:6][CH2:7][CH2:8][S:9][C:10]1[CH:15]=[CH:14][C:13]([N:16]([CH2:23][C:22]2[CH:25]=[CH:26][C:19]([Cl:18])=[CH:20][CH:21]=2)[CH3:29])=[CH:12][CH:11]=1. (7) The product is: [CH:34]1([NH:40][C:2]2[CH:3]=[C:4]([CH:25]=[CH:26][N:27]=2)[C:5]([NH:7][C:8]2[S:9][C:10]3[C:16]([N:17]4[CH2:22][CH2:21][O:20][CH2:19][CH2:18]4)=[CH:15][CH:14]=[C:13]([O:23][CH3:24])[C:11]=3[N:12]=2)=[O:6])[CH2:39][CH2:38][CH2:37][CH2:36][CH2:35]1. Given the reactants Br[C:2]1[CH:3]=[C:4]([CH:25]=[CH:26][N:27]=1)[C:5]([NH:7][C:8]1[S:9][C:10]2[C:16]([N:17]3[CH2:22][CH2:21][O:20][CH2:19][CH2:18]3)=[CH:15][CH:14]=[C:13]([O:23][CH3:24])[C:11]=2[N:12]=1)=[O:6].C(=O)([O-])[O-].[Cs+].[Cs+].[CH:34]1([NH2:40])[CH2:39][CH2:38][CH2:37][CH2:36][CH2:35]1, predict the reaction product.